Dataset: Catalyst prediction with 721,799 reactions and 888 catalyst types from USPTO. Task: Predict which catalyst facilitates the given reaction. (1) Reactant: [CH2:1]1[O:9][C:8]2[CH:7]=[CH:6][C:5]([CH:10]3[C:22]4[NH:21][C:20]5[C:15](=[CH:16][CH:17]=[CH:18][CH:19]=5)[C:14]=4[CH2:13][CH2:12][NH:11]3)=[CH:4][C:3]=2[O:2]1.C(N(CC)CC)C.CN(C1C=CC=CN=1)C.[CH2:39]([O:46][C:47](Cl)=[O:48])[C:40]1[CH:45]=[CH:44][CH:43]=[CH:42][CH:41]=1. Product: [CH2:1]1[O:9][C:8]2[CH:7]=[CH:6][C:5]([CH:10]3[C:22]4[NH:21][C:20]5[C:15](=[CH:16][CH:17]=[CH:18][CH:19]=5)[C:14]=4[CH2:13][CH2:12][N:11]3[C:47]([O:46][CH2:39][C:40]3[CH:45]=[CH:44][CH:43]=[CH:42][CH:41]=3)=[O:48])=[CH:4][C:3]=2[O:2]1. The catalyst class is: 4. (2) Reactant: [CH:1]1([CH:4]([OH:25])[C:5]2[CH:10]=[CH:9][C:8]([N:11]3[CH2:15][CH2:14][N:13]([C:16]4[CH:17]=[N:18][CH:19]=[CH:20][C:21]=4[CH3:22])[C:12]3=[O:23])=[CH:7][C:6]=2[F:24])[CH2:3][CH2:2]1. Product: [CH:1]1([C:4]([C:5]2[CH:10]=[CH:9][C:8]([N:11]3[CH2:15][CH2:14][N:13]([C:16]4[CH:17]=[N:18][CH:19]=[CH:20][C:21]=4[CH3:22])[C:12]3=[O:23])=[CH:7][C:6]=2[F:24])=[O:25])[CH2:2][CH2:3]1. The catalyst class is: 177. (3) Reactant: [OH:1][C:2]1[C:7]([O:8][CH3:9])=[CH:6][C:5]([C:10]2([C:14]#[N:15])[CH2:13][CH2:12][CH2:11]2)=[C:4]([N+:16]([O-:18])=[O:17])[CH:3]=1.C(=O)([O-])[O-].[K+].[K+].[Cl:25][CH2:26][CH2:27][CH2:28]I. Product: [Cl:25][CH2:26][CH2:27][CH2:28][O:1][C:2]1[C:7]([O:8][CH3:9])=[CH:6][C:5]([C:10]2([C:14]#[N:15])[CH2:11][CH2:12][CH2:13]2)=[C:4]([N+:16]([O-:18])=[O:17])[CH:3]=1. The catalyst class is: 23.